From a dataset of Reaction yield outcomes from USPTO patents with 853,638 reactions. Predict the reaction yield, written as a fraction of the theoretical maximum amount of product (1.0 means a 100% yield; for example, 0.34 means a 34% yield). (1) The reactants are CO[C:3](=[O:24])[C:4]1[CH:9]=[CH:8][C:7]([O:10][CH2:11][C:12]2[C:13]([C:17]3[CH:22]=[CH:21][C:20]([F:23])=[CH:19][CH:18]=3)=[N:14][O:15][CH:16]=2)=[N:6][CH:5]=1.[NH2:25][CH2:26][CH:27]1[CH2:29][CH2:28]1. No catalyst specified. The product is [CH:27]1([CH2:26][NH:25][C:3](=[O:24])[C:4]2[CH:9]=[CH:8][C:7]([O:10][CH2:11][C:12]3[C:13]([C:17]4[CH:18]=[CH:19][C:20]([F:23])=[CH:21][CH:22]=4)=[N:14][O:15][CH:16]=3)=[N:6][CH:5]=2)[CH2:29][CH2:28]1. The yield is 0.310. (2) The reactants are [CH2:1]([Si:13]([CH2:22][C:23](=[CH2:25])[CH3:24])([CH2:18][C:19](=[CH2:21])[CH3:20])[CH2:14][C:15](=[CH2:17])[CH3:16])[CH2:2][CH2:3][CH2:4][CH2:5][CH2:6][CH2:7][CH2:8][CH2:9][CH2:10][CH2:11]C.C([Mg][Cl:31])C(=C)C. No catalyst specified. The product is [Cl:31][CH2:11][CH2:10][CH2:9][CH2:8][CH2:7][CH2:6][CH2:5][CH2:4][CH2:3][C:2]#[C:1][Si:13]([CH2:22][C:23](=[CH2:25])[CH3:24])([CH2:18][C:19](=[CH2:21])[CH3:20])[CH2:14][C:15](=[CH2:17])[CH3:16]. The yield is 0.920. (3) The reactants are N([O-])=O.[Na+].[CH3:5][C:6]1[C:11]([O:12][C:13]2[CH:18]=[CH:17][C:16](N)=[CH:15][C:14]=2[F:20])=[CH:10][CH:9]=[C:8]([CH3:21])[N:7]=1.C(=O)([O-])[O-].[K+].[K+].CCOC(C)=O.[BrH:34]. The catalyst is O.[Cu]Br. The product is [Br:34][C:16]1[CH:17]=[CH:18][C:13]([O:12][C:11]2[C:6]([CH3:5])=[N:7][C:8]([CH3:21])=[CH:9][CH:10]=2)=[C:14]([F:20])[CH:15]=1. The yield is 0.890.